From a dataset of Full USPTO retrosynthesis dataset with 1.9M reactions from patents (1976-2016). Predict the reactants needed to synthesize the given product. The reactants are: [Cl:1][C:2]1[CH:7]=[CH:6][C:5]([C:8]([C:16]2[CH:17]=[C:18]3[C:23](=[CH:24][CH:25]=2)[N:22]=[C:21](Cl)[C:20]([C:27]2[CH:32]=[CH:31][CH:30]=[CH:29][CH:28]=2)=[C:19]3[Cl:33])([C:10]2[CH:11]=[N:12][CH:13]=[CH:14][CH:15]=2)[OH:9])=[CH:4][CH:3]=1.[N:34]1[CH:39]=[C:38](B(O)O)[CH:37]=[N:36][CH:35]=1.C([O-])([O-])=O.[K+].[K+].O. Given the product [Cl:33][C:19]1[C:18]2[C:23](=[CH:24][CH:25]=[C:16]([C:8]([C:5]3[CH:4]=[CH:3][C:2]([Cl:1])=[CH:7][CH:6]=3)([C:10]3[CH:11]=[N:12][CH:13]=[CH:14][CH:15]=3)[OH:9])[CH:17]=2)[N:22]=[C:21]([C:38]2[CH:39]=[N:34][CH:35]=[N:36][CH:37]=2)[C:20]=1[C:27]1[CH:32]=[CH:31][CH:30]=[CH:29][CH:28]=1, predict the reactants needed to synthesize it.